Dataset: Catalyst prediction with 721,799 reactions and 888 catalyst types from USPTO. Task: Predict which catalyst facilitates the given reaction. (1) Reactant: [CH2:1]([O:3][C:4]([C:6]1[N:7]=[C:8](N)[S:9][C:10]=1[CH3:11])=[O:5])[CH3:2]. Product: [CH2:1]([O:3][C:4]([C:6]1[N:7]=[CH:8][S:9][C:10]=1[CH3:11])=[O:5])[CH3:2]. The catalyst class is: 1. (2) The catalyst class is: 32. Product: [CH3:1][C:2]1[CH:7]=[CH:6][CH:5]=[C:4]([C:8]2[N:9]([C:10]3[CH:15]=[CH:14][C:13]([S:16]([CH3:19])(=[O:18])=[O:17])=[CH:12][CH:11]=3)[CH2:27][C:28]([OH:33])([C:29]([F:32])([F:31])[F:30])[N:20]=2)[N:3]=1. Reactant: [CH3:1][C:2]1[CH:7]=[CH:6][CH:5]=[C:4]([C:8](=[NH:20])[NH:9][C:10]2[CH:15]=[CH:14][C:13]([S:16]([CH3:19])(=[O:18])=[O:17])=[CH:12][CH:11]=2)[N:3]=1.C(=O)(O)[O-].[Na+].Br[CH2:27][C:28](=[O:33])[C:29]([F:32])([F:31])[F:30]. (3) Reactant: [N+:1]([C:4]1[O:8][C:7]([C:9](Cl)=[O:10])=[CH:6][CH:5]=1)([O-:3])=[O:2].[CH3:12][O:13][C:14]1[CH:19]=[CH:18][CH:17]=[CH:16][C:15]=1[N:20]1[CH2:25][CH2:24][NH:23][CH2:22][CH2:21]1. Product: [CH3:12][O:13][C:14]1[CH:19]=[CH:18][CH:17]=[CH:16][C:15]=1[N:20]1[CH2:25][CH2:24][N:23]([C:9]([C:7]2[O:8][C:4]([N+:1]([O-:3])=[O:2])=[CH:5][CH:6]=2)=[O:10])[CH2:22][CH2:21]1. The catalyst class is: 624.